From a dataset of Peptide-MHC class I binding affinity with 185,985 pairs from IEDB/IMGT. Regression. Given a peptide amino acid sequence and an MHC pseudo amino acid sequence, predict their binding affinity value. This is MHC class I binding data. (1) The peptide sequence is DTSNNIAEY. The MHC is HLA-A03:01 with pseudo-sequence HLA-A03:01. The binding affinity (normalized) is 0. (2) The peptide sequence is AVYGNITHK. The MHC is HLA-B35:01 with pseudo-sequence HLA-B35:01. The binding affinity (normalized) is 0. (3) The peptide sequence is ATKRYPGVM. The MHC is HLA-A02:01 with pseudo-sequence HLA-A02:01. The binding affinity (normalized) is 0. (4) The peptide sequence is GVDGLGVSV. The MHC is HLA-A03:01 with pseudo-sequence HLA-A03:01. The binding affinity (normalized) is 0.0847.